The task is: Predict the product of the given reaction.. This data is from Forward reaction prediction with 1.9M reactions from USPTO patents (1976-2016). (1) Given the reactants [Mg].Br[C:3]1[CH:8]=[C:7]([O:9][CH3:10])[C:6]([O:11][CH3:12])=[C:5]([O:13][CH3:14])[CH:4]=1.[Br:15][C:16]1[CH:17]=[C:18]([CH:21]=[CH:22][CH:23]=1)[CH:19]=[O:20].C1C=C[NH+]=CC=1.C1C=C[NH+]=CC=1.[O-][Cr](O[Cr]([O-])(=O)=O)(=O)=O, predict the reaction product. The product is: [Br:15][C:16]1[CH:17]=[C:18]([C:19]([C:3]2[CH:8]=[C:7]([O:9][CH3:10])[C:6]([O:11][CH3:12])=[C:5]([O:13][CH3:14])[CH:4]=2)=[O:20])[CH:21]=[CH:22][CH:23]=1. (2) Given the reactants [CH2:1]([N:19]([CH2:22][CH2:23][CH2:24][CH2:25][CH2:26][CH2:27][CH2:28][CH2:29][CH2:30][CH2:31][CH2:32][CH2:33][CH2:34][CH2:35][CH2:36][CH2:37][CH2:38][CH3:39])C#N)[CH2:2][CH2:3][CH2:4][CH2:5][CH2:6][CH2:7][CH2:8][CH2:9][CH2:10][CH2:11][CH2:12][CH2:13][CH2:14][CH2:15][CH2:16][CH2:17][CH3:18].O.[OH-].[Na+].C(Cl)(Cl)Cl, predict the reaction product. The product is: [CH2:22]([NH:19][CH2:1][CH2:2][CH2:3][CH2:4][CH2:5][CH2:6][CH2:7][CH2:8][CH2:9][CH2:10][CH2:11][CH2:12][CH2:13][CH2:14][CH2:15][CH2:16][CH2:17][CH3:18])[CH2:23][CH2:24][CH2:25][CH2:26][CH2:27][CH2:28][CH2:29][CH2:30][CH2:31][CH2:32][CH2:33][CH2:34][CH2:35][CH2:36][CH2:37][CH2:38][CH3:39]. (3) The product is: [CH3:24][O:23][P:19]([CH:9]([NH2:8])[C:10]1[CH:11]=[CH:12][C:13]([C:14](=[O:16])[NH:43][C:33]2[CH:34]=[C:35]([C:38]3[S:39][CH:40]=[CH:41][CH:42]=3)[CH:36]=[CH:37][C:32]=2[NH2:31])=[CH:17][CH:18]=1)(=[O:20])[O:21][CH3:22]. Given the reactants C(OC([NH:8][CH:9]([P:19]([O:23][CH3:24])([O:21][CH3:22])=[O:20])[C:10]1[CH:18]=[CH:17][C:13]([C:14]([OH:16])=O)=[CH:12][CH:11]=1)=O)(C)(C)C.C(OC(=O)[NH:31][C:32]1[CH:37]=[CH:36][C:35]([C:38]2[S:39][CH:40]=[CH:41][CH:42]=2)=[CH:34][C:33]=1[NH2:43])(C)(C)C.C(Cl)CCl.C1C=CC2N(O)N=NC=2C=1.CCN(C(C)C)C(C)C, predict the reaction product. (4) Given the reactants C1(P(C2C=CC=CC=2)C2C=CC=CC=2)C=CC=CC=1.Br[C:21]([Br:24])(Br)Br.OC[C:27]1[N:32]=[C:31]([CH2:33][O:34][C:35]2[CH:42]=[C:41]([O:43][CH3:44])[CH:40]=[CH:39][C:36]=2[CH:37]=[O:38])[CH:30]=[CH:29][CH:28]=1.C([O-])(O)=O.[Na+], predict the reaction product. The product is: [Br:24][CH2:21][C:27]1[N:32]=[C:31]([CH2:33][O:34][C:35]2[CH:42]=[C:41]([O:43][CH3:44])[CH:40]=[CH:39][C:36]=2[CH:37]=[O:38])[CH:30]=[CH:29][CH:28]=1. (5) Given the reactants [Br:1][CH2:2][CH2:3][OH:4].[CH2:5]([N:7]1[CH:11]=[CH:10][N:9]=[CH:8]1)[CH3:6], predict the reaction product. The product is: [Br-:1].[CH2:5]([N+:7]1[CH:11]=[CH:10][N:9]([CH2:2][CH2:3][OH:4])[CH:8]=1)[CH3:6]. (6) Given the reactants [CH3:1][O:2][CH2:3][CH2:4][O:5][C:6]1[CH:11]=[CH:10][C:9]([C:12]2[CH:16]=[C:15]([C:17]3[CH:18]=[C:19]([CH:23]=[CH:24][CH:25]=3)[C:20]([OH:22])=[O:21])[O:14][N:13]=2)=[CH:8][CH:7]=1.C([O-])([O-])=O.[K+].[K+].Cl[CH2:33][C:34](=[O:36])[CH3:35], predict the reaction product. The product is: [O:36]=[C:34]([CH3:35])[CH2:33][O:21][C:20](=[O:22])[C:19]1[CH:23]=[CH:24][CH:25]=[C:17]([C:15]2[O:14][N:13]=[C:12]([C:9]3[CH:8]=[CH:7][C:6]([O:5][CH2:4][CH2:3][O:2][CH3:1])=[CH:11][CH:10]=3)[CH:16]=2)[CH:18]=1. (7) Given the reactants [Cl:1][C:2]1[N:10]=[C:9]([CH3:11])[CH:8]=[CH:7][C:3]=1[C:4]([OH:6])=O.[NH2:12][C:13]1[CH:18]=[CH:17][C:16]([N:19]2[CH2:24][CH2:23][N:22]([CH2:25][C:26]3[CH:27]=[C:28]([CH:31]=[CH:32][CH:33]=3)[C:29]#[N:30])[CH2:21][CH2:20]2)=[CH:15][CH:14]=1.O.ON1C2C=CC=CC=2N=N1.CN(C)CCCN=C=NCC, predict the reaction product. The product is: [Cl:1][C:2]1[N:10]=[C:9]([CH3:11])[CH:8]=[CH:7][C:3]=1[C:4]([NH:12][C:13]1[CH:14]=[CH:15][C:16]([N:19]2[CH2:20][CH2:21][N:22]([CH2:25][C:26]3[CH:33]=[CH:32][CH:31]=[C:28]([C:29]#[N:30])[CH:27]=3)[CH2:23][CH2:24]2)=[CH:17][CH:18]=1)=[O:6]. (8) Given the reactants [C:1]([CH2:3][CH:4]([N:26]1[CH:30]=[C:29]([C:31]2[C:32]3[CH:39]=[CH:38][N:37](COCC[Si](C)(C)C)[C:33]=3[N:34]=[CH:35][N:36]=2)[CH:28]=[N:27]1)[CH2:5][N:6]1[CH2:11][CH2:10][N:9]([C:12]([C:14]2[CH:21]=[CH:20][C:17]([C:18]#[N:19])=[CH:16][C:15]=2[F:22])=[O:13])[CH2:8][CH:7]1[CH:23]([F:25])[F:24])#[N:2].C(O)(C(F)(F)F)=O, predict the reaction product. The product is: [C:1]([CH2:3][CH:4]([N:26]1[CH:30]=[C:29]([C:31]2[C:32]3[CH:39]=[CH:38][NH:37][C:33]=3[N:34]=[CH:35][N:36]=2)[CH:28]=[N:27]1)[CH2:5][N:6]1[CH2:11][CH2:10][N:9]([C:12]([C:14]2[CH:21]=[CH:20][C:17]([C:18]#[N:19])=[CH:16][C:15]=2[F:22])=[O:13])[CH2:8][CH:7]1[CH:23]([F:24])[F:25])#[N:2]. (9) Given the reactants [F:1][C:2]1[CH:28]=[CH:27][C:5]([CH2:6][CH2:7][NH:8][C:9]([C:11]2[C:19]3[N:18]=[C:17]([C:20]4[S:21][CH:22]=[CH:23][CH:24]=4)[NH:16][C:15]=3[C:14]([O:25]C)=[CH:13][CH:12]=2)=[O:10])=[CH:4][CH:3]=1.B(Br)(Br)Br, predict the reaction product. The product is: [F:1][C:2]1[CH:3]=[CH:4][C:5]([CH2:6][CH2:7][NH:8][C:9]([C:11]2[C:19]3[N:18]=[C:17]([C:20]4[S:21][CH:22]=[CH:23][CH:24]=4)[NH:16][C:15]=3[C:14]([OH:25])=[CH:13][CH:12]=2)=[O:10])=[CH:27][CH:28]=1. (10) Given the reactants [Br:1][C:2]1[CH:3]=[CH:4][C:5]([N:10]2[CH:14]=[C:13]([CH3:15])[N:12]=[CH:11]2)=[C:6]([CH:9]=1)[C:7]#[N:8], predict the reaction product. The product is: [Br:1][C:2]1[CH:3]=[CH:4][C:5]([N:10]2[C:14]([CH2:5][N:10]([CH3:14])[CH3:11])=[C:13]([CH3:15])[N:12]=[CH:11]2)=[C:6]([CH:9]=1)[C:7]#[N:8].